From a dataset of Forward reaction prediction with 1.9M reactions from USPTO patents (1976-2016). Predict the product of the given reaction. (1) Given the reactants [CH2:1]([NH2:5])[CH2:2][CH2:3][CH3:4].[CH3:6][C:7]1[C:11]([N:12]=[C:13]=[O:14])=[C:10]([CH3:15])[O:9][N:8]=1.CC(OC(C)=O)=O.[C:23]([OH:29])(=O)[CH2:24][C:25]([OH:27])=O.[C:30](=[S:32])=[S:31].C(N(CC)CC)C.Br[CH2:41][CH2:42][CH2:43]Br, predict the reaction product. The product is: [CH2:1]([N:5]1[C:23](=[O:29])[C:24](=[C:30]2[S:32][CH2:43][CH2:42][CH2:41][S:31]2)[C:25](=[O:27])[N:12]([C:11]2[C:7]([CH3:6])=[N:8][O:9][C:10]=2[CH3:15])[C:13]1=[O:14])[CH2:2][CH2:3][CH3:4]. (2) Given the reactants [CH2:1]([O:8][C:9]1[CH:14]=[CH:13][C:12]([C:15]2[CH:20]=[CH:19][C:18]([N:21]3[CH2:26][CH2:25][C:24](OCC)([O:27]CC)[CH2:23][CH2:22]3)=[CH:17][CH:16]=2)=[CH:11][CH:10]=1)[C:2]1[CH:7]=[CH:6][CH:5]=[CH:4][CH:3]=1.Cl.[OH-].[Na+], predict the reaction product. The product is: [CH2:1]([O:8][C:9]1[CH:14]=[CH:13][C:12]([C:15]2[CH:20]=[CH:19][C:18]([N:21]3[CH2:26][CH2:25][C:24](=[O:27])[CH2:23][CH2:22]3)=[CH:17][CH:16]=2)=[CH:11][CH:10]=1)[C:2]1[CH:3]=[CH:4][CH:5]=[CH:6][CH:7]=1. (3) Given the reactants [F:1][CH:2]([F:35])[C:3]1[CH:8]=[CH:7][N:6]=[C:5]([NH:9][C:10]2[N:15]=[C:14]([C:16]3[CH:17]=[N:18][C:19]([C@@:22]([C@H:25]4[CH2:30][CH2:29][C@H:28]([C:31]([OH:33])=[O:32])[CH2:27][CH2:26]4)([OH:24])[CH3:23])=[CH:20][CH:21]=3)[CH:13]=[C:12]([CH3:34])[CH:11]=2)[CH:4]=1.C(=O)([O-])[O-].[K+].[K+].[I-].[Na+].Cl[CH2:45][O:46][C:47]([O:49][CH2:50][CH2:51][CH2:52][CH2:53][CH2:54][CH2:55][NH:56][C:57](=[O:63])[O:58][C:59]([CH3:62])([CH3:61])[CH3:60])=[O:48], predict the reaction product. The product is: [F:35][CH:2]([F:1])[C:3]1[CH:8]=[CH:7][N:6]=[C:5]([NH:9][C:10]2[N:15]=[C:14]([C:16]3[CH:17]=[N:18][C:19]([C@@:22]([C@H:25]4[CH2:30][CH2:29][C@H:28]([C:31]([O:33][CH2:45][O:46][C:47](=[O:48])[O:49][CH2:50][CH2:51][CH2:52][CH2:53][CH2:54][CH2:55][NH:56][C:57](=[O:63])[O:58][C:59]([CH3:60])([CH3:61])[CH3:62])=[O:32])[CH2:27][CH2:26]4)([OH:24])[CH3:23])=[CH:20][CH:21]=3)[CH:13]=[C:12]([CH3:34])[CH:11]=2)[CH:4]=1. (4) Given the reactants [C:1]([C:3]1[CH:4]=[CH:5][C:6]([C:9]2[N:14]=[N:13][C:12]([N:15]([CH2:23][C:24]([C:27]3[CH:32]=[CH:31][C:30]([F:33])=[CH:29][CH:28]=3)([CH3:26])[CH3:25])C(=O)OC(C)(C)C)=[CH:11][CH:10]=2)=[N:7][CH:8]=1)#[N:2].OO.C(=O)([O-])[O-:37].[K+].[K+].Cl.O1CCOCC1, predict the reaction product. The product is: [F:33][C:30]1[CH:29]=[CH:28][C:27]([C:24]([CH3:25])([CH3:26])[CH2:23][NH:15][C:12]2[N:13]=[N:14][C:9]([C:6]3[CH:5]=[CH:4][C:3]([C:1]([NH2:2])=[O:37])=[CH:8][N:7]=3)=[CH:10][CH:11]=2)=[CH:32][CH:31]=1. (5) Given the reactants Cl.[NH2:2][CH2:3][CH2:4][CH2:5][NH:6][CH2:7][C:8]1[CH:9]=[N:10][C:11]([Cl:14])=[CH:12][CH:13]=1.[CH3:15][N:16](C)C=O, predict the reaction product. The product is: [Cl:14][C:11]1[N:10]=[CH:9][C:8]([CH2:7][N:6]2[CH2:5][CH2:4][CH2:3][NH:2][C:15]2=[NH:16])=[CH:13][CH:12]=1. (6) Given the reactants [NH2:1][CH2:2][C:3]1[C:12](=[O:13])[C:11]2[C:6](=[CH:7][C:8]([Cl:14])=[CH:9][CH:10]=2)[N:5]([C:15]2[CH:20]=[CH:19][CH:18]=[CH:17][CH:16]=2)[CH:4]=1.[CH3:21][N:22]([CH3:32])[C:23]1[CH:28]=[CH:27][C:26]([N:29]=[C:30]=[O:31])=[CH:25][CH:24]=1, predict the reaction product. The product is: [Cl:14][C:8]1[CH:7]=[C:6]2[C:11]([C:12](=[O:13])[C:3]([CH2:2][NH:1][C:30]([NH:29][C:26]3[CH:27]=[CH:28][C:23]([N:22]([CH3:32])[CH3:21])=[CH:24][CH:25]=3)=[O:31])=[CH:4][N:5]2[C:15]2[CH:16]=[CH:17][CH:18]=[CH:19][CH:20]=2)=[CH:10][CH:9]=1. (7) The product is: [CH3:1][O:2][C:3]1[CH:29]=[CH:28][C:6]([CH2:7][N:8]2[C:12]3=[N:13][CH:14]=[CH:15][C:16]([O:17][C:18]4[CH:23]=[CH:22][C:21]([NH2:24])=[CH:20][C:19]=4[F:27])=[C:11]3[C:10]([CH3:30])=[N:9]2)=[CH:5][CH:4]=1. Given the reactants [CH3:1][O:2][C:3]1[CH:29]=[CH:28][C:6]([CH2:7][N:8]2[C:12]3=[N:13][CH:14]=[CH:15][C:16]([O:17][C:18]4[CH:23]=[CH:22][C:21]([N+:24]([O-])=O)=[CH:20][C:19]=4[F:27])=[C:11]3[CH:10]=[N:9]2)=[CH:5][CH:4]=1.[CH2:30](Cl)Cl, predict the reaction product.